Dataset: Reaction yield outcomes from USPTO patents with 853,638 reactions. Task: Predict the reaction yield, written as a fraction of the theoretical maximum amount of product (1.0 means a 100% yield; for example, 0.34 means a 34% yield). (1) The yield is 0.998. The product is [CH3:22][N:21]([CH3:23])[CH2:20][CH2:19][NH:18][C:13]1[CH:12]=[C:11]([C:3]2[C:2]([NH2:1])=[C:7]([NH2:8])[CH:6]=[N:5][CH:4]=2)[CH:16]=[C:15]([F:17])[CH:14]=1. The reactants are [NH2:1][C:2]1[C:7]([N+:8]([O-])=O)=[CH:6][N:5]=[CH:4][C:3]=1[C:11]1[CH:12]=[C:13]([NH:18][CH2:19][CH2:20][N:21]([CH3:23])[CH3:22])[CH:14]=[C:15]([F:17])[CH:16]=1. The catalyst is CO.[Pd]. (2) The reactants are [H-].[H-].[H-].[H-].[Li+].[Al+3].[CH2:7]([N:25]([CH2:34][CH2:35][CH2:36][CH2:37][CH2:38][CH2:39][CH2:40][CH2:41][CH2:42][CH2:43][CH2:44][CH2:45][CH2:46][CH2:47][CH2:48][CH2:49][CH2:50][CH3:51])[C:26](=O)[CH2:27][CH2:28][C:29](OC)=[O:30])[CH2:8][CH2:9][CH2:10][CH2:11][CH2:12][CH2:13][CH2:14][CH2:15][CH2:16][CH2:17][CH2:18][CH2:19][CH2:20][CH2:21][CH2:22][CH2:23][CH3:24].CO. The catalyst is C1COCC1. The product is [CH2:34]([N:25]([CH2:7][CH2:8][CH2:9][CH2:10][CH2:11][CH2:12][CH2:13][CH2:14][CH2:15][CH2:16][CH2:17][CH2:18][CH2:19][CH2:20][CH2:21][CH2:22][CH2:23][CH3:24])[CH2:26][CH2:27][CH2:28][CH2:29][OH:30])[CH2:35][CH2:36][CH2:37][CH2:38][CH2:39][CH2:40][CH2:41][CH2:42][CH2:43][CH2:44][CH2:45][CH2:46][CH2:47][CH2:48][CH2:49][CH2:50][CH3:51]. The yield is 0.760. (3) The reactants are [F:1][C:2]1[C:7]2[C:8]([C:18](=[O:21])[NH:19][CH3:20])=[C:9]([C:11]3[CH:16]=[CH:15][C:14]([F:17])=[CH:13][CH:12]=3)[O:10][C:6]=2[CH:5]=[CH:4][C:3]=1[C:22]1[CH:23]=[C:24]([CH:28]=[CH:29][C:30]=1[O:31][CH3:32])[C:25]([OH:27])=O.C(N(C(C)C)C(C)C)C.[CH3:42][C:43]([NH2:46])([CH3:45])[CH3:44].CN(C(ON1N=NC2C=CC=NC1=2)=[N+](C)C)C.F[P-](F)(F)(F)(F)F. The catalyst is C(#N)C.CN(C=O)C. The product is [C:43]([NH:46][C:25]([C:24]1[CH:28]=[CH:29][C:30]([O:31][CH3:32])=[C:22]([C:3]2[CH:4]=[CH:5][C:6]3[O:10][C:9]([C:11]4[CH:16]=[CH:15][C:14]([F:17])=[CH:13][CH:12]=4)=[C:8]([C:18]([NH:19][CH3:20])=[O:21])[C:7]=3[C:2]=2[F:1])[CH:23]=1)=[O:27])([CH3:45])([CH3:44])[CH3:42]. The yield is 0.800.